This data is from Catalyst prediction with 721,799 reactions and 888 catalyst types from USPTO. The task is: Predict which catalyst facilitates the given reaction. (1) Reactant: [CH3:1][C:2]([CH3:33])([CH3:32])[C:3](=[O:31])[CH2:4][O:5][C:6]1[CH:11]=[CH:10][C:9]([C:12]([C:17]2[CH:22]=[CH:21][C:20]([N:23]([CH3:28])[S:24]([CH3:27])(=[O:26])=[O:25])=[C:19]([CH3:29])[CH:18]=2)([CH2:15][CH3:16])[CH2:13][CH3:14])=[CH:8][C:7]=1[CH3:30].CO.[BH4-].[Na+]. Product: [CH2:13]([C:12]([C:17]1[CH:22]=[CH:21][C:20]([N:23]([CH3:28])[S:24]([CH3:27])(=[O:25])=[O:26])=[C:19]([CH3:29])[CH:18]=1)([C:9]1[CH:10]=[CH:11][C:6]([O:5][CH2:4][CH:3]([OH:31])[C:2]([CH3:32])([CH3:33])[CH3:1])=[C:7]([CH3:30])[CH:8]=1)[CH2:15][CH3:16])[CH3:14]. The catalyst class is: 1. (2) Product: [C:1]([C:3]1[CH:4]=[C:5]([CH:19]=[C:20]([I:23])[C:21]=1[OH:22])[C:6]([N:8]1[C:12]2[CH:13]=[CH:14][CH:15]=[CH:16][C:11]=2[S:10](=[O:18])(=[O:17])[CH2:9]1)=[O:7])#[N:2]. The catalyst class is: 98. Reactant: [C:1]([C:3]1[CH:4]=[C:5]([CH:19]=[CH:20][C:21]=1[OH:22])[C:6]([N:8]1[C:12]2[CH:13]=[CH:14][CH:15]=[CH:16][C:11]=2[S:10](=[O:18])(=[O:17])[CH2:9]1)=[O:7])#[N:2].[I:23]N1C(=O)CCC1=O.FC(F)(F)S(O)(=O)=O. (3) Reactant: [F:1][C:2]1[N:7]=[C:6]([C:8](OC)=[O:9])[C:5](=[O:12])[NH:4][CH:3]=1.[NH3:13].C(OCC)(=O)C.C(=O)([O-])O.[Na+]. Product: [F:1][C:2]1[N:7]=[C:6]([C:8]([NH2:13])=[O:9])[C:5]([OH:12])=[N:4][CH:3]=1. The catalyst class is: 24. (4) The catalyst class is: 11. Reactant: [Cl:1][C:2]1[CH:3]=[C:4]([CH2:14][N:15]2[C:19]([CH3:20])=[CH:18][C:17](C(O)=O)=[N:16]2)[C:5]2[O:9][C:8]([CH:10]([CH3:12])[CH3:11])=[CH:7][C:6]=2[CH:13]=1.C([N:26]([CH2:29]C)CC)C.C1(P(N=[N+]=[N-])(C2C=CC=CC=2)=[O:38])C=CC=CC=1.[OH:48][CH2:49][CH:50]1[CH2:55][CH2:54][N:53]([C:56]([O:58][C:59]([CH3:62])([CH3:61])[CH3:60])=[O:57])[CH2:52][CH2:51]1. Product: [Cl:1][C:2]1[CH:3]=[C:4]([CH2:14][N:15]2[C:19]([CH3:20])=[CH:18][C:17]([NH:26][C:29]([O:48][CH2:49][CH:50]3[CH2:55][CH2:54][N:53]([C:56]([O:58][C:59]([CH3:62])([CH3:61])[CH3:60])=[O:57])[CH2:52][CH2:51]3)=[O:38])=[N:16]2)[C:5]2[O:9][C:8]([CH:10]([CH3:11])[CH3:12])=[CH:7][C:6]=2[CH:13]=1. (5) Reactant: [Cl:1][C:2]1[CH:7]=[C:6]([Cl:8])[CH:5]=[CH:4][C:3]=1[C:9]1[CH:14]=[CH:13][C:12]([CH2:15][CH3:16])=[C:11]([CH:17]2[C:22](=[O:23])[C:21]([CH3:25])([CH3:24])[O:20][C:19]([CH3:27])([CH3:26])[C:18]2=[O:28])[CH:10]=1.S(Cl)([Cl:32])(=O)=O. Product: [Cl:32][C:17]1([C:11]2[CH:10]=[C:9]([C:3]3[CH:4]=[CH:5][C:6]([Cl:8])=[CH:7][C:2]=3[Cl:1])[CH:14]=[CH:13][C:12]=2[CH2:15][CH3:16])[C:22](=[O:23])[C:21]([CH3:25])([CH3:24])[O:20][C:19]([CH3:27])([CH3:26])[C:18]1=[O:28]. The catalyst class is: 22. (6) Reactant: [Cl:1][C:2]1[C:7]([OH:8])=[CH:6][CH:5]=[CH:4][N:3]=1.[N:9]1[CH:14]=[CH:13][C:12]([CH2:15]O)=[CH:11][CH:10]=1.C1(P(C2C=CC=CC=2)C2C=CC=CC=2)C=CC=CC=1.CC(OC(/N=N/C(OC(C)C)=O)=O)C. Product: [Cl:1][C:2]1[C:7]([O:8][CH2:15][C:12]2[CH:13]=[CH:14][N:9]=[CH:10][CH:11]=2)=[CH:6][CH:5]=[CH:4][N:3]=1. The catalyst class is: 7.